Regression. Given two drug SMILES strings and cell line genomic features, predict the synergy score measuring deviation from expected non-interaction effect. From a dataset of NCI-60 drug combinations with 297,098 pairs across 59 cell lines. (1) Drug 1: C1=C(C(=O)NC(=O)N1)F. Synergy scores: CSS=43.8, Synergy_ZIP=-9.98, Synergy_Bliss=-10.2, Synergy_Loewe=-6.40, Synergy_HSA=-3.73. Cell line: LOX IMVI. Drug 2: C1CC(C1)(C(=O)O)C(=O)O.[NH2-].[NH2-].[Pt+2]. (2) Drug 1: CN1CCC(CC1)COC2=C(C=C3C(=C2)N=CN=C3NC4=C(C=C(C=C4)Br)F)OC. Drug 2: CCC1=CC2CC(C3=C(CN(C2)C1)C4=CC=CC=C4N3)(C5=C(C=C6C(=C5)C78CCN9C7C(C=CC9)(C(C(C8N6C)(C(=O)OC)O)OC(=O)C)CC)OC)C(=O)OC.C(C(C(=O)O)O)(C(=O)O)O. Cell line: DU-145. Synergy scores: CSS=55.6, Synergy_ZIP=-5.55, Synergy_Bliss=-5.10, Synergy_Loewe=-16.8, Synergy_HSA=-3.98. (3) Drug 1: CC12CCC3C(C1CCC2=O)CC(=C)C4=CC(=O)C=CC34C. Drug 2: CC(CN1CC(=O)NC(=O)C1)N2CC(=O)NC(=O)C2. Cell line: K-562. Synergy scores: CSS=71.2, Synergy_ZIP=-1.96, Synergy_Bliss=3.44, Synergy_Loewe=4.98, Synergy_HSA=4.74. (4) Drug 1: CC12CCC(CC1=CCC3C2CCC4(C3CC=C4C5=CN=CC=C5)C)O. Drug 2: CC1=C2C(C(=O)C3(C(CC4C(C3C(C(C2(C)C)(CC1OC(=O)C(C(C5=CC=CC=C5)NC(=O)C6=CC=CC=C6)O)O)OC(=O)C7=CC=CC=C7)(CO4)OC(=O)C)O)C)OC(=O)C. Cell line: HL-60(TB). Synergy scores: CSS=85.8, Synergy_ZIP=27.7, Synergy_Bliss=25.1, Synergy_Loewe=-21.3, Synergy_HSA=21.8. (5) Drug 2: CC1=C(N=C(N=C1N)C(CC(=O)N)NCC(C(=O)N)N)C(=O)NC(C(C2=CN=CN2)OC3C(C(C(C(O3)CO)O)O)OC4C(C(C(C(O4)CO)O)OC(=O)N)O)C(=O)NC(C)C(C(C)C(=O)NC(C(C)O)C(=O)NCCC5=NC(=CS5)C6=NC(=CS6)C(=O)NCCC[S+](C)C)O. Synergy scores: CSS=0.803, Synergy_ZIP=-12.9, Synergy_Bliss=-21.9, Synergy_Loewe=-39.3, Synergy_HSA=-23.0. Drug 1: C1CCC(C1)C(CC#N)N2C=C(C=N2)C3=C4C=CNC4=NC=N3. Cell line: HCT116. (6) Drug 1: CN(C)N=NC1=C(NC=N1)C(=O)N. Drug 2: CN(CC1=CN=C2C(=N1)C(=NC(=N2)N)N)C3=CC=C(C=C3)C(=O)NC(CCC(=O)O)C(=O)O. Cell line: MALME-3M. Synergy scores: CSS=1.46, Synergy_ZIP=-0.735, Synergy_Bliss=0.311, Synergy_Loewe=-8.79, Synergy_HSA=-3.05.